Dataset: Catalyst prediction with 721,799 reactions and 888 catalyst types from USPTO. Task: Predict which catalyst facilitates the given reaction. (1) Reactant: [O:1]=[C:2]1[CH2:10][C:9]2[C:4](=[CH:5][CH:6]=[C:7]([C:11]([C:13]3[CH:14]=[C:15]([NH:19][C:20]([C:22]4[N:23]([CH2:28][CH3:29])[N:24]=[C:25]([CH3:27])[CH:26]=4)=[O:21])[CH:16]=[CH:17][CH:18]=3)=[O:12])[CH:8]=2)[NH:3]1.[CH:30](OCC)=[O:31].[O-]CC.[Na+].Cl. Product: [OH:31][CH:30]=[C:10]1[C:9]2[C:4](=[CH:5][CH:6]=[C:7]([C:11]([C:13]3[CH:14]=[C:15]([NH:19][C:20]([C:22]4[N:23]([CH2:28][CH3:29])[N:24]=[C:25]([CH3:27])[CH:26]=4)=[O:21])[CH:16]=[CH:17][CH:18]=3)=[O:12])[CH:8]=2)[NH:3][C:2]1=[O:1]. The catalyst class is: 8. (2) Reactant: [F:1][C@@H:2]1[CH2:7][CH2:6][CH2:5][CH2:4][C@H:3]1[O:8][C:9]1[N:10]=[C:11]([O:42][CH2:43][CH2:44][CH3:45])[C:12]2[N:17]=[C:16]([C:18]3[CH:39]=[C:38]([CH3:40])[C:21]([O:22][CH2:23][C:24]([N:26]4[CH2:30][CH2:29][CH2:28][C@H:27]4[C:31]([O:33]C(C)(C)C)=[O:32])=[O:25])=[C:20]([CH3:41])[CH:19]=3)[O:15][C:13]=2[N:14]=1. Product: [F:1][C@@H:2]1[CH2:7][CH2:6][CH2:5][CH2:4][C@H:3]1[O:8][C:9]1[N:10]=[C:11]([O:42][CH2:43][CH2:44][CH3:45])[C:12]2[N:17]=[C:16]([C:18]3[CH:19]=[C:20]([CH3:41])[C:21]([O:22][CH2:23][C:24]([N:26]4[CH2:30][CH2:29][CH2:28][C@H:27]4[C:31]([OH:33])=[O:32])=[O:25])=[C:38]([CH3:40])[CH:39]=3)[O:15][C:13]=2[N:14]=1. The catalyst class is: 281. (3) Product: [CH3:16][O:17][C:18](=[O:32])[CH:19]([NH2:35])[CH:20]([CH2:10][C@H:9]([OH:11])[CH2:8][O:1][C:2]1[CH:3]=[CH:4][CH:5]=[CH:6][CH:7]=1)[C:21]1[CH:26]=[CH:25][C:24]([O:27][CH3:28])=[C:23]([O:29][CH3:30])[CH:22]=1. The catalyst class is: 5. Reactant: [O:1]([CH2:8][C@H:9]1[O:11][CH2:10]1)[C:2]1[CH:7]=[CH:6][CH:5]=[CH:4][CH:3]=1.C(O)(=O)C.[CH3:16][O:17][C:18](=[O:32])[CH2:19][CH:20](N)[C:21]1[CH:26]=[CH:25][C:24]([O:27][CH3:28])=[C:23]([O:29][CH3:30])[CH:22]=1.C([N:35](CC)CC)C. (4) Reactant: C[O:2][C:3]([C:5]1[CH:10]=[CH:9][C:8]([C:11]2[CH:16]=[C:15]([Cl:17])[C:14]([CH2:18][N:19]3[CH2:23][CH2:22][CH:21]([CH:24]4[CH2:29][CH2:28][CH2:27][CH2:26][CH2:25]4)[C:20]3=[O:30])=[C:13]([Cl:31])[CH:12]=2)=[CH:7][CH:6]=1)=[O:4].[OH-].[Na+]. Product: [Cl:31][C:13]1[CH:12]=[C:11]([C:8]2[CH:7]=[CH:6][C:5]([C:3]([OH:4])=[O:2])=[CH:10][CH:9]=2)[CH:16]=[C:15]([Cl:17])[C:14]=1[CH2:18][N:19]1[CH2:23][CH2:22][CH:21]([CH:24]2[CH2:25][CH2:26][CH2:27][CH2:28][CH2:29]2)[C:20]1=[O:30]. The catalyst class is: 1. (5) Product: [Cl:8][C:6]1[CH:7]=[C:2]([N:21]2[CH2:26][CH2:25][O:24][CH2:23][CH2:22]2)[C:3]2[N:4]([CH:11]=[C:12]([C:14]3[CH:15]=[N:16][C:17]([CH3:20])=[CH:18][CH:19]=3)[N:9]=2)[N:5]=1. The catalyst class is: 8. Reactant: Br[C:2]1[CH:7]=[C:6]([Cl:8])[N:5]=[N:4][C:3]=1[NH2:9].Br[CH2:11][C:12]([C:14]1[CH:15]=[N:16][C:17]([CH3:20])=[CH:18][CH:19]=1)=O.[NH:21]1[CH2:26][CH2:25][O:24][CH2:23][CH2:22]1. (6) Reactant: Cl[C:2]1[N:3]=[C:4]([NH:17][CH2:18][CH2:19][CH3:20])[C:5]2[N:11]=[C:10](Cl)[N:9]=[C:8]([NH:13][CH2:14][CH2:15][CH3:16])[C:6]=2[N:7]=1.C([O-])([O-])=O.[K+].[K+].[CH2:27]([NH2:30])[CH2:28][CH3:29]. Product: [CH2:27]([NH:30][C:2]1[N:3]=[C:4]([NH:17][CH2:18][CH2:19][CH3:20])[C:5]2[N:11]=[C:10]([NH:3][CH2:4][CH2:5][CH3:6])[N:9]=[C:8]([NH:13][CH2:14][CH2:15][CH3:16])[C:6]=2[N:7]=1)[CH2:28][CH3:29]. The catalyst class is: 51. (7) Reactant: [C:1]([C:4]1[CH:5]=[N:6][C:7]([N:10]2[CH2:15][CH2:14][N:13](C(OCCCC)=O)[CH2:12][CH2:11]2)=[N:8][CH:9]=1)(=[O:3])[CH3:2].C(OCC(F)(F)F)(=O)C.C(=O)([O-])[O-].[Na+].[Na+]. Product: [N:10]1([C:7]2[N:6]=[CH:5][C:4]([C:1](=[O:3])[CH3:2])=[CH:9][N:8]=2)[CH2:15][CH2:14][NH:13][CH2:12][CH2:11]1. The catalyst class is: 4. (8) Reactant: C(O)=O.[NH2:4][CH2:5][CH2:6][C:7]1[CH:12]=[CH:11][C:10]([N:13]2[C:17]3=[N:18][CH:19]=[CH:20][CH:21]=[C:16]3[N:15]([C:22]([CH3:24])=[CH2:23])[C:14]2=[O:25])=[CH:9][CH:8]=1.C([Si]([O:43][C:44]1[CH:49]=[CH:48][C:47]([O:50][CH2:51][CH:52]2[CH2:54][O:53]2)=[CH:46][CH:45]=1)(C1C=CC=CC=1)C1C=CC=CC=1)(C)(C)C. Product: [OH:53][C@H:52]([CH2:51][O:50][C:47]1[CH:48]=[CH:49][C:44]([OH:43])=[CH:45][CH:46]=1)[CH2:54][NH:4][CH2:5][CH2:6][C:7]1[CH:8]=[CH:9][C:10]([N:13]2[C:17]3=[N:18][CH:19]=[CH:20][CH:21]=[C:16]3[N:15]([C:22]([CH3:24])=[CH2:23])[C:14]2=[O:25])=[CH:11][CH:12]=1. The catalyst class is: 147.